This data is from Full USPTO retrosynthesis dataset with 1.9M reactions from patents (1976-2016). The task is: Predict the reactants needed to synthesize the given product. (1) Given the product [Si:1]([N:8]1[C:23](=[O:24])[CH:22]2[CH:10]([CH:11]([CH2:33][O:28][CH:34]3[CH2:35][CH2:36][CH2:37][CH2:38][O:51]3)[CH2:12][C:13]3[NH:14][C:15]4[CH:16]=[CH:17][CH:18]=[CH:19][C:20]=4[C:21]=32)[C:9]1=[O:27])([C:4]([CH3:6])([CH3:7])[CH3:5])([CH3:2])[CH3:3], predict the reactants needed to synthesize it. The reactants are: [Si:1]([N:8]1[C:23](=[O:24])[CH:22]2[C:10](C)([CH:11](O)[CH2:12][C:13]3[NH:14][C:15]4[CH:16]=[CH:17][CH:18]=[CH:19][C:20]=4[C:21]=32)[C:9]1=[O:27])([C:4]([CH3:7])([CH3:6])[CH3:5])([CH3:3])[CH3:2].[O:28]1[CH:33]=CCCC1.[C:34]1(C)C=[CH:38][C:37](S([O-])(=O)=O)=[CH:36][CH:35]=1.[NH+]1[CH:38]=[CH:37][CH:36]=[CH:35][CH:34]=1.[OH2:51]. (2) Given the product [NH2:1][C:2]1[C:11]2[C:6](=[C:7]([C:31]3[CH:30]=[CH:29][C:28]([O:27][CH3:26])=[CH:33][C:32]=3[O:34][CH3:35])[C:8]([F:12])=[CH:9][CH:10]=2)[N:5]=[N:4][C:3]=1[C:14]([NH:16][CH2:17][CH2:18][CH3:19])=[O:15], predict the reactants needed to synthesize it. The reactants are: [NH2:1][C:2]1[C:11]2[C:6](=[C:7](I)[C:8]([F:12])=[CH:9][CH:10]=2)[N:5]=[N:4][C:3]=1[C:14]([NH:16][CH2:17][CH2:18][CH3:19])=[O:15].COCCOC.[CH3:26][O:27][C:28]1[CH:33]=[C:32]([O:34][CH3:35])[CH:31]=[CH:30][C:29]=1B(O)O.C(=O)([O-])[O-].[Cs+].[Cs+]. (3) Given the product [C:1]([O:5][C:6]([N:8]1[CH2:12][CH2:11][C@H:10]([OH:13])[C@H:9]1[C:14](=[O:16])[NH:25][CH:24]1[CH2:22][CH2:23]1)=[O:7])([CH3:2])([CH3:3])[CH3:4], predict the reactants needed to synthesize it. The reactants are: [C:1]([O:5][C:6]([N:8]1[CH2:12][CH2:11][C@H:10]([OH:13])[C@H:9]1[C:14]([OH:16])=O)=[O:7])([CH3:4])([CH3:3])[CH3:2].CCN=C=N[CH2:22][CH2:23][CH2:24][N:25](C)C.C1C=CC2N(O)N=NC=2C=1.C1(N)CC1. (4) Given the product [F:1][C:2]1[CH:3]=[C:4]2[C:9](=[CH:10][C:11]=1[NH:35][CH2:34][CH2:33][N:27]1[CH2:32][CH2:31][O:30][CH2:29][CH2:28]1)[N:8]([CH2:13][C:14]1[CH:19]=[CH:18][C:17]([C:20]([F:22])([F:21])[F:23])=[CH:16][CH:15]=1)[CH:7]=[C:6]([C:24]#[N:25])[C:5]2=[O:26], predict the reactants needed to synthesize it. The reactants are: [F:1][C:2]1[CH:3]=[C:4]2[C:9](=[CH:10][C:11]=1F)[N:8]([CH2:13][C:14]1[CH:19]=[CH:18][C:17]([C:20]([F:23])([F:22])[F:21])=[CH:16][CH:15]=1)[CH:7]=[C:6]([C:24]#[N:25])[C:5]2=[O:26].[N:27]1([CH2:33][CH2:34][NH2:35])[CH2:32][CH2:31][O:30][CH2:29][CH2:28]1. (5) Given the product [Br:52][C:49]1[CH:50]=[CH:51][C:46]([C:45](=[O:54])[CH3:1])=[C:47]([Cl:53])[CH:48]=1, predict the reactants needed to synthesize it. The reactants are: [CH:1]1(C2(CCC3C=CC(C(O)C)=C(F)C=3)OC(=O)C(CC3N=C4N=C(C)C=C(C)N4N=3)=C(O)C2)CCCC1.N1C=CC=CC=1S[C:45](=[O:54])[C:46]1[CH:51]=[CH:50][C:49]([Br:52])=[CH:48][C:47]=1[Cl:53].N1C=CC=CC=1SC(=O)C1C=CC(Br)=CC=1F. (6) Given the product [C:32]([O:33][CH2:34][CH3:35])(=[O:10])[CH3:31].[CH3:12][CH2:17][CH2:16][CH:15]([CH3:14])[CH3:31].[Cl:19][C:13]1[C:14]([Cl:18])=[CH:15][CH:16]=[CH:17][C:12]=1[S:9]([NH:8][C:5]1[C:4]([O:28][CH3:29])=[N:3][C:2]([N:30]2[CH2:35][CH2:34][O:33][CH2:32][CH2:31]2)=[CH:7][N:6]=1)(=[O:10])=[O:11], predict the reactants needed to synthesize it. The reactants are: Br[C:2]1[N:3]=[C:4]([O:28][CH3:29])[C:5]([N:8](COCC[Si](C)(C)C)[S:9]([C:12]2[CH:17]=[CH:16][CH:15]=[C:14]([Cl:18])[C:13]=2[Cl:19])(=[O:11])=[O:10])=[N:6][CH:7]=1.[NH:30]1[CH2:35][CH2:34][O:33][CH2:32][CH2:31]1. (7) Given the product [CH3:1][O:2][C:3]1[C:11]2[O:10][C:9]([CH3:13])([CH3:12])[CH2:8][C:7]=2[CH:6]=[C:5]([C:14]2[C:15]([CH3:27])([CH3:26])[C:16](=[O:25])[N:17]([CH:19]3[CH2:24][CH2:23][N:22]([S:35]([C:31]4[CH:32]=[CH:33][CH:34]=[C:29]([CH3:28])[CH:30]=4)(=[O:37])=[O:36])[CH2:21][CH2:20]3)[N:18]=2)[CH:4]=1, predict the reactants needed to synthesize it. The reactants are: [CH3:1][O:2][C:3]1[C:11]2[O:10][C:9]([CH3:13])([CH3:12])[CH2:8][C:7]=2[CH:6]=[C:5]([C:14]2[C:15]([CH3:27])([CH3:26])[C:16](=[O:25])[N:17]([CH:19]3[CH2:24][CH2:23][NH:22][CH2:21][CH2:20]3)[N:18]=2)[CH:4]=1.[CH3:28][C:29]1[CH:30]=[C:31]([S:35](Cl)(=[O:37])=[O:36])[CH:32]=[CH:33][CH:34]=1.